Dataset: Full USPTO retrosynthesis dataset with 1.9M reactions from patents (1976-2016). Task: Predict the reactants needed to synthesize the given product. (1) Given the product [CH3:1][O:2][C:3](=[O:18])[C@@H:4]([O:15][CH2:16][CH3:17])[CH2:5][C:6]1[CH:11]=[CH:10][C:9]([O:12][CH2:20][C:21]2[N:22]=[C:23]([C:27]3[CH:32]=[CH:31][C:30]([O:33][CH:34]([CH3:36])[CH3:35])=[CH:29][CH:28]=3)[O:24][C:25]=2[CH3:26])=[CH:8][C:7]=1[O:13][CH3:14], predict the reactants needed to synthesize it. The reactants are: [CH3:1][O:2][C:3](=[O:18])[C@@H:4]([O:15][CH2:16][CH3:17])[CH2:5][C:6]1[CH:11]=[CH:10][C:9]([OH:12])=[CH:8][C:7]=1[O:13][CH3:14].Cl[CH2:20][C:21]1[N:22]=[C:23]([C:27]2[CH:32]=[CH:31][C:30]([O:33][CH:34]([CH3:36])[CH3:35])=[CH:29][CH:28]=2)[O:24][C:25]=1[CH3:26].C(=O)([O-])[O-].[Cs+].[Cs+].[I-].[K+]. (2) Given the product [CH2:20]([N:10]1[C:11]2[C:16](=[CH:15][N:14]=[C:13]([NH:18][CH3:19])[CH:12]=2)[CH:17]=[C:8]([C:6]2[C:5]([F:23])=[CH:4][C:3]([F:24])=[C:2]([NH:1][C:31](=[O:32])[O:33][C:34]([CH3:36])=[CH2:35])[CH:7]=2)[C:9]1=[O:22])[CH3:21], predict the reactants needed to synthesize it. The reactants are: [NH2:1][C:2]1[C:3]([F:24])=[CH:4][C:5]([F:23])=[C:6]([C:8]2[C:9](=[O:22])[N:10]([CH2:20][CH3:21])[C:11]3[C:16]([CH:17]=2)=[CH:15][N:14]=[C:13]([NH:18][CH3:19])[CH:12]=3)[CH:7]=1.C([O-])(O)=O.[Na+].Cl[C:31]([O:33][C:34]([CH3:36])=[CH2:35])=[O:32]. (3) Given the product [CH2:42]([O:41][P:40]([O:37][C:21]1[C:20]([O:38][P:40]([O:47][CH2:12][CH3:14])([O:41][CH2:42][CH3:43])=[O:44])=[C:19]([C:17](=[O:18])[N:16]([CH3:15])[CH3:39])[N:23]([C:24]2[CH:25]=[CH:26][C:27]([O:30][CH3:31])=[CH:28][CH:29]=2)[C:22]=1[C:32]([O:34][CH2:35][CH3:36])=[O:33])([O:44][CH2:45][CH3:46])=[O:47])[CH3:43], predict the reactants needed to synthesize it. The reactants are: BrC(Br)(Br)Br.CCN([CH:12]([CH3:14])C)C(C)C.[CH3:15][N:16]([CH3:39])[C:17]([C:19]1[N:23]([C:24]2[CH:29]=[CH:28][C:27]([O:30][CH3:31])=[CH:26][CH:25]=2)[C:22]([C:32]([O:34][CH2:35][CH3:36])=[O:33])=[C:21]([OH:37])[C:20]=1[OH:38])=[O:18].[P:40]([O-:47])([O:44][CH2:45][CH3:46])[O:41][CH2:42][CH3:43].